Dataset: TCR-epitope binding with 47,182 pairs between 192 epitopes and 23,139 TCRs. Task: Binary Classification. Given a T-cell receptor sequence (or CDR3 region) and an epitope sequence, predict whether binding occurs between them. (1) The epitope is RPPIFIRRL. The TCR CDR3 sequence is CASYWGLAVNEQFF. Result: 1 (the TCR binds to the epitope). (2) Result: 0 (the TCR does not bind to the epitope). The TCR CDR3 sequence is CASSLGYEQYF. The epitope is EIYKRWII. (3) The epitope is RISNCVADY. The TCR CDR3 sequence is CASRYREGRGRTGELFF. Result: 0 (the TCR does not bind to the epitope).